This data is from Catalyst prediction with 721,799 reactions and 888 catalyst types from USPTO. The task is: Predict which catalyst facilitates the given reaction. The catalyst class is: 1. Product: [Br:16][C:17]1[CH:31]=[CH:30][C:20]2=[N:21][C:22]3[CH2:23][CH2:24][N:25]([C:9]([O:11][C:12]([CH3:13])([CH3:14])[CH3:15])=[O:10])[CH2:26][C:27]=3[C:28]([Cl:29])=[C:19]2[CH:18]=1. Reactant: [C:9](O[C:9]([O:11][C:12]([CH3:15])([CH3:14])[CH3:13])=[O:10])([O:11][C:12]([CH3:15])([CH3:14])[CH3:13])=[O:10].[Br:16][C:17]1[CH:31]=[CH:30][C:20]2=[N:21][C:22]3[CH2:23][CH2:24][NH:25][CH2:26][C:27]=3[C:28]([Cl:29])=[C:19]2[CH:18]=1.